From a dataset of Full USPTO retrosynthesis dataset with 1.9M reactions from patents (1976-2016). Predict the reactants needed to synthesize the given product. (1) Given the product [CH3:1][O:20][C:19](=[O:21])[C:18]([C:22]1[CH:23]=[CH:24][C:25]([O:28][C:29]2[CH:34]=[CH:33][C:32]([CH2:35][CH2:36][C:37](=[O:42])[NH:38][C:39]([NH2:41])=[O:40])=[CH:31][CH:30]=2)=[CH:26][CH:27]=1)=[CH:17][C:11]1[CH:10]=[C:9]([O:8][CH3:7])[CH:14]=[C:13]([O:15][CH3:16])[CH:12]=1, predict the reactants needed to synthesize it. The reactants are: [CH3:1]OC(=O)C=C.[CH3:7][O:8][C:9]1[CH:10]=[C:11]([CH:17]=[C:18]([C:22]2[CH:27]=[CH:26][C:25]([O:28][C:29]3[CH:34]=[CH:33][C:32]([CH2:35][CH2:36][C:37](=[O:42])[NH:38][C:39]([NH2:41])=[O:40])=[CH:31][CH:30]=3)=[CH:24][CH:23]=2)[C:19]([OH:21])=[O:20])[CH:12]=[C:13]([O:15][CH3:16])[CH:14]=1.C([O-])([O-])=O.[K+].[K+].S(OC)(OC)(=O)=O.Cl. (2) Given the product [O:43]1[C:39]([NH:38][C:6](=[O:8])[C:5]2[CH:9]=[CH:10][C:2]([CH3:1])=[C:3]([N:11]3[C:20](=[O:21])[C:19]4[C:14](=[CH:15][CH:16]=[C:17]([N:22]5[CH2:27][CH2:26][N:25]([CH3:28])[CH2:24][CH2:23]5)[CH:18]=4)[N:13]=[CH:12]3)[CH:4]=2)=[CH:40][CH:41]=[N:42]1, predict the reactants needed to synthesize it. The reactants are: [CH3:1][C:2]1[CH:10]=[CH:9][C:5]([C:6]([OH:8])=O)=[CH:4][C:3]=1[N:11]1[C:20](=[O:21])[C:19]2[C:14](=[CH:15][CH:16]=[C:17]([N:22]3[CH2:27][CH2:26][N:25]([CH3:28])[CH2:24][CH2:23]3)[CH:18]=2)[N:13]=[CH:12]1.CN(C=O)C.S(Cl)(Cl)=O.[NH2:38][C:39]1[O:43][N:42]=[CH:41][CH:40]=1. (3) Given the product [CH3:16][O:17][C:18]1[CH:25]=[CH:24][C:21]([C@@H:22]2[NH:2][CH:3]([C:6]([OH:8])=[O:7])[CH2:4][S:5]2)=[CH:20][CH:19]=1, predict the reactants needed to synthesize it. The reactants are: Cl.[NH2:2][C@H:3]([C:6]([OH:8])=[O:7])[CH2:4][SH:5].C([O-])(=O)C.[K+].CO.[CH3:16][O:17][C:18]1[CH:25]=[CH:24][C:21]([CH:22]=O)=[CH:20][CH:19]=1. (4) Given the product [CH3:31][C:32]1[CH:33]=[C:34]([C:10]2[CH:11]=[CH:12][C:13]3[N:19]4[CH2:20][C@H:16]([CH2:17][CH2:18]4)[N:15]([C:21]([NH:23][C:24]4[CH:29]=[N:28][CH:27]=[CH:26][N:25]=4)=[O:22])[C:14]=3[N:30]=2)[CH:35]=[N:36][C:37]=1[CH3:38], predict the reactants needed to synthesize it. The reactants are: P([O-])([O-])([O-])=O.[K+].[K+].[K+].Cl[C:10]1[CH:11]=[CH:12][C:13]2[N:19]3[CH2:20][C@H:16]([CH2:17][CH2:18]3)[N:15]([C:21]([NH:23][C:24]3[CH:29]=[N:28][CH:27]=[CH:26][N:25]=3)=[O:22])[C:14]=2[N:30]=1.[CH3:31][C:32]1[CH:33]=[C:34](B(O)O)[CH:35]=[N:36][C:37]=1[CH3:38].CC(C1C=C(C(C)C)C(C2C=CC=CC=2P(C2CCCCC2)C2CCCCC2)=C(C(C)C)C=1)C. (5) Given the product [O:5]([CH:6]1[CH2:11][CH2:10][N:9]([S:12]([C:15]2[C:16]([CH3:22])=[N:17][N:18]([CH3:21])[C:19]=2[CH3:20])(=[O:14])=[O:13])[CH2:8][CH2:7]1)[C:4]1[CH:3]=[CH:2][CH:25]=[CH:24][CH:23]=1, predict the reactants needed to synthesize it. The reactants are: Cl[C:2]1[CH:3]=[C:4]([CH:23]=[CH:24][C:25]=1Cl)[O:5][CH:6]1[CH2:11][CH2:10][N:9]([S:12]([C:15]2[C:16]([CH3:22])=[N:17][N:18]([CH3:21])[C:19]=2[CH3:20])(=[O:14])=[O:13])[CH2:8][CH2:7]1.CN1C(C)=C(S(Cl)(=O)=O)C(C)=N1.Cl.O(C1CCNCC1)C1C=CC=CC=1. (6) Given the product [OH:34][CH2:33][CH2:32][NH:24][CH2:23][C:22]1[CH:21]=[CH:20][C:19]([NH:18][C:10]2[N:9]=[C:8]([CH2:7][CH2:6][C:5]3[CH:37]=[CH:38][CH:39]=[CH:40][C:4]=3[CH2:3][C:2]([NH2:1])=[O:41])[C:13]([C:14]([F:17])([F:16])[F:15])=[CH:12][N:11]=2)=[CH:36][CH:35]=1, predict the reactants needed to synthesize it. The reactants are: [NH2:1][C:2](=[O:41])[CH2:3][C:4]1[CH:40]=[CH:39][CH:38]=[CH:37][C:5]=1[CH2:6][CH2:7][C:8]1[C:13]([C:14]([F:17])([F:16])[F:15])=[CH:12][N:11]=[C:10]([NH:18][C:19]2[CH:36]=[CH:35][C:22]([CH2:23][N:24]([CH2:32][CH2:33][OH:34])C(=O)OC(C)(C)C)=[CH:21][CH:20]=2)[N:9]=1.FC(F)(F)C(O)=O. (7) The reactants are: [Br:1][C:2]1[CH:7]=[CH:6][C:5]([OH:8])=[C:4]([CH:9]([CH3:11])[CH3:10])[CH:3]=1.[CH2:12](Cl)[C:13]1[CH:18]=[CH:17][CH:16]=[CH:15][CH:14]=1.C(=O)(O)[O-].[Na+].[I-].[Na+]. Given the product [CH2:12]([O:8][C:5]1[CH:6]=[CH:7][C:2]([Br:1])=[CH:3][C:4]=1[CH:9]([CH3:11])[CH3:10])[C:13]1[CH:18]=[CH:17][CH:16]=[CH:15][CH:14]=1, predict the reactants needed to synthesize it. (8) Given the product [CH2:1]([C:5]1[O:6][C:7]2[CH:13]=[CH:12][C:11]([CH2:14][OH:15])=[CH:10][C:8]=2[N:9]=1)[CH2:2][CH:3]=[CH2:4], predict the reactants needed to synthesize it. The reactants are: [CH2:1]([C:5]1[O:6][C:7]2[CH:13]=[CH:12][C:11]([C:14](OC)=[O:15])=[CH:10][C:8]=2[N:9]=1)[CH2:2][CH:3]=[CH2:4].[H-].[Al+3].[Li+].[H-].[H-].[H-].